Dataset: NCI-60 drug combinations with 297,098 pairs across 59 cell lines. Task: Regression. Given two drug SMILES strings and cell line genomic features, predict the synergy score measuring deviation from expected non-interaction effect. Drug 1: CN(C)N=NC1=C(NC=N1)C(=O)N. Drug 2: C1=CC(=CC=C1CC(C(=O)O)N)N(CCCl)CCCl.Cl. Cell line: OVCAR-8. Synergy scores: CSS=23.9, Synergy_ZIP=-3.23, Synergy_Bliss=6.11, Synergy_Loewe=-0.653, Synergy_HSA=2.88.